From a dataset of Full USPTO retrosynthesis dataset with 1.9M reactions from patents (1976-2016). Predict the reactants needed to synthesize the given product. (1) Given the product [Cl:3][C:4]1[CH:9]=[CH:8][CH:7]=[C:6]([Cl:10])[C:5]=1[CH2:11][C:12]1[N:17]=[C:16]([NH:18][OH:19])[N:15]=[C:14]([NH:20][C:21]2[CH:22]=[CH:23][C:24]([C:25]#[N:26])=[CH:27][CH:28]=2)[N:13]=1, predict the reactants needed to synthesize it. The reactants are: O.Cl.[Cl:3][C:4]1[CH:9]=[CH:8][CH:7]=[C:6]([Cl:10])[C:5]=1[CH2:11][C:12]1[N:17]=[C:16]([NH:18][OH:19])[N:15]=[C:14]([NH:20][C:21]2[CH:28]=[CH:27][C:24]([C:25]#[N:26])=[CH:23][CH:22]=2)[N:13]=1. (2) Given the product [Cl:35][C:10]1[CH:11]=[C:12]([CH:29]=[C:30]([C:31]([F:34])([F:33])[F:32])[C:9]=1[CH2:8][N:4]1[CH2:5][CH2:6][CH2:7][C@H:2]([NH:1][CH:36]2[CH2:39][CH2:38][CH2:37]2)[CH2:3]1)[C:13]([NH:15][CH2:16][C:17]1[CH:22]=[C:21]([Cl:23])[CH:20]=[CH:19][C:18]=1[S:24]([CH2:27][CH3:28])(=[O:26])=[O:25])=[O:14], predict the reactants needed to synthesize it. The reactants are: [NH2:1][C@H:2]1[CH2:7][CH2:6][CH2:5][N:4]([CH2:8][C:9]2[C:30]([C:31]([F:34])([F:33])[F:32])=[CH:29][C:12]([C:13]([NH:15][CH2:16][C:17]3[CH:22]=[C:21]([Cl:23])[CH:20]=[CH:19][C:18]=3[S:24]([CH2:27][CH3:28])(=[O:26])=[O:25])=[O:14])=[CH:11][C:10]=2[Cl:35])[CH2:3]1.[C:36]1(=O)[CH2:39][CH2:38][CH2:37]1. (3) The reactants are: [NH2:1][C:2]1[C:7]([NH2:8])=[C:6]([C:9]2[S:10][CH:11]=[CH:12][CH:13]=2)[CH:5]=[CH:4][N:3]=1.[NH4+].[OH-].[CH:16](O)=O. Given the product [S:10]1[CH:11]=[CH:12][CH:13]=[C:9]1[C:6]1[CH:5]=[CH:4][N:3]=[C:2]2[NH:1][CH:16]=[N:8][C:7]=12, predict the reactants needed to synthesize it. (4) Given the product [NH2:8][C:9]1[CH:10]=[C:11]([C@@H:16]2[CH2:18][C@H:17]2[C:19]([O:21][CH2:22][CH3:23])=[O:20])[CH:12]=[CH:13][C:14]=1[F:15], predict the reactants needed to synthesize it. The reactants are: C([NH:8][C:9]1[CH:10]=[C:11]([C@@H:16]2[CH2:18][C@H:17]2[C:19]([O:21][CH2:22][CH3:23])=[O:20])[CH:12]=[CH:13][C:14]=1[F:15])C1C=CC=CC=1.[H][H]. (5) Given the product [Cl:14][C:12]1[N:11]=[N:10][C:9]([NH2:13])=[N:8][C:7]=1[C:1]1[CH:2]=[CH:3][CH:4]=[CH:5][CH:6]=1, predict the reactants needed to synthesize it. The reactants are: [C:1]1([C:7]2[N:8]=[C:9]([NH2:13])[N:10]=[N:11][CH:12]=2)[CH:6]=[CH:5][CH:4]=[CH:3][CH:2]=1.[Cl:14]N1C(=O)CCC1=O.